Predict the reactants needed to synthesize the given product. From a dataset of Full USPTO retrosynthesis dataset with 1.9M reactions from patents (1976-2016). (1) The reactants are: [NH2:1][C:2]1[NH:3][C:4](=[O:12])[C:5]2[S:10][C:9](=[O:11])[NH:8][C:6]=2[N:7]=1.[C:13]([O:21][CH:22]([C@@H:24]1[CH2:28][C@@H:27]([N:29]=[N+:30]=[N-:31])[CH:26](OC)[O:25]1)[CH3:23])(=[O:20])[C:14]1[CH:19]=[CH:18][CH:17]=[CH:16][CH:15]=1.[Si](OS(C(F)(F)F)(=O)=O)(C)(C)C. Given the product [C:13]([O:21][CH:22]([C@@H:24]1[CH2:28][C@@H:27]([N:29]=[N+:30]=[N-:31])[C@H:26]([N:8]2[C:6]3[N:7]=[C:2]([NH2:1])[NH:3][C:4](=[O:12])[C:5]=3[S:10][C:9]2=[O:11])[O:25]1)[CH3:23])(=[O:20])[C:14]1[CH:19]=[CH:18][CH:17]=[CH:16][CH:15]=1, predict the reactants needed to synthesize it. (2) Given the product [NH2:23][C:21]1[N:20]=[CH:19][N:18]=[C:17]2[N:16]([CH:24]([CH3:26])[CH3:25])[N:15]=[C:14]([C:7]3[CH:8]=[CH:9][C:4]([C:1](=[O:3])[CH3:2])=[CH:5][CH:6]=3)[C:22]=12, predict the reactants needed to synthesize it. The reactants are: [C:1]([C:4]1[CH:9]=[CH:8][C:7](B(O)O)=[CH:6][CH:5]=1)(=[O:3])[CH3:2].I[C:14]1[C:22]2[C:17](=[N:18][CH:19]=[N:20][C:21]=2[NH2:23])[N:16]([CH:24]([CH3:26])[CH3:25])[N:15]=1.C([O-])([O-])=O.[Na+].[Na+]. (3) Given the product [Cl:1][C:2]1[C:3]([O:16][C:17]2[CH:18]=[N:19][C:20]([CH:24]3[CH2:25][CH2:26]3)=[C:21]([Cl:23])[CH:22]=2)=[CH:4][C:5]([F:15])=[C:6]([CH:14]=1)[C:7]([OH:9])=[O:8], predict the reactants needed to synthesize it. The reactants are: [Cl:1][C:2]1[C:3]([O:16][C:17]2[CH:18]=[N:19][C:20]([CH:24]3[CH2:26][CH2:25]3)=[C:21]([Cl:23])[CH:22]=2)=[CH:4][C:5]([F:15])=[C:6]([CH:14]=1)[C:7]([O:9]C(C)(C)C)=[O:8].FC(F)(F)C(O)=O. (4) The reactants are: [Cl:1][C:2]1[CH:11]=[CH:10][CH:9]=[C:8]2[C:3]=1[C:4](=[O:30])[N:5]([CH2:26][CH2:27][C:28]#[N:29])[C:6]([C@H:12]([CH:23]1[CH2:25][CH2:24]1)[NH:13][C:14]1[C:19]([Cl:20])=[C:18]([NH2:21])[N:17]=[C:16]([NH2:22])[N:15]=1)=[N:7]2.CC[OH:33].O. Given the product [Cl:1][C:2]1[CH:11]=[CH:10][CH:9]=[C:8]2[C:3]=1[C:4](=[O:30])[N:5]([CH2:26][CH2:27][C:28]([NH2:29])=[O:33])[C:6]([C@H:12]([CH:23]1[CH2:24][CH2:25]1)[NH:13][C:14]1[C:19]([Cl:20])=[C:18]([NH2:21])[N:17]=[C:16]([NH2:22])[N:15]=1)=[N:7]2, predict the reactants needed to synthesize it. (5) Given the product [CH2:1]([C:3]1[CH:11]=[C:6]2[CH:7]=[CH:8][CH:9]=[CH:10][N:5]2[N:4]=1)[CH3:2], predict the reactants needed to synthesize it. The reactants are: [CH2:1]([C:3]1[C:11](C(O)=O)=[C:6]2[CH:7]=[CH:8][CH:9]=[CH:10][N:5]2[N:4]=1)[CH3:2].S(=O)(=O)(O)O.C(OCC)(=O)C.C(=O)(O)[O-].[Na+]. (6) The reactants are: Br[C:2]1[C:3]([F:27])=[CH:4][C:5]([F:26])=[C:6]([C:8]23[CH2:17][CH2:16][O:15][CH2:14][CH:13]2[CH2:12][S:11][C:10]([NH:18][C:19](=[O:25])[O:20][C:21]([CH3:24])([CH3:23])[CH3:22])=[N:9]3)[CH:7]=1.[N:28]1[CH:33]=[C:32](B(O)O)[CH:31]=[N:30][CH:29]=1.C(=O)([O-])[O-].[Cs+].[Cs+]. Given the product [F:26][C:5]1[CH:4]=[C:3]([F:27])[C:2]([C:32]2[CH:33]=[N:28][CH:29]=[N:30][CH:31]=2)=[CH:7][C:6]=1[C@:8]12[CH2:17][CH2:16][O:15][CH2:14][CH:13]1[CH2:12][S:11][C:10]([NH:18][C:19](=[O:25])[O:20][C:21]([CH3:24])([CH3:23])[CH3:22])=[N:9]2, predict the reactants needed to synthesize it. (7) Given the product [S:1]1[C:5]2[CH:6]=[CH:7][CH:8]=[CH:9][C:4]=2[C:3]([CH2:10][CH2:11][OH:12])=[CH:2]1, predict the reactants needed to synthesize it. The reactants are: [S:1]1[C:5]2[CH:6]=[CH:7][CH:8]=[CH:9][C:4]=2[C:3]([CH2:10][C:11](O)=[O:12])=[CH:2]1.[H-].[Al+3].[Li+].[H-].[H-].[H-]. (8) The reactants are: [CH3:1][S:2]([C:5]1[CH:10]=[CH:9][C:8]([C@H:11]2[CH2:16][C@H:15]([C:17]3[O:21][NH:20][C:19](=[O:22])[CH:18]=3)[CH2:14][CH2:13][N:12]2C(OC)=O)=[CH:7][CH:6]=1)(=[O:4])=[O:3].Br. Given the product [CH3:1][S:2]([C:5]1[CH:10]=[CH:9][C:8]([C@H:11]2[CH2:16][C@H:15]([C:17]3[O:21][NH:20][C:19](=[O:22])[CH:18]=3)[CH2:14][CH2:13][NH:12]2)=[CH:7][CH:6]=1)(=[O:4])=[O:3], predict the reactants needed to synthesize it. (9) Given the product [CH3:28][O:29][C:30]1[CH:31]=[C:32]([S:36][C:2]2[CH:3]=[CH:4][N:5]3[C:10]=2[C:9](=[O:11])[N:8]([C:12]2[CH:17]=[CH:16][CH:15]=[CH:14][CH:13]=2)[C:7]([C@@H:18]([NH:20][C:21](=[O:27])[O:22][C:23]([CH3:26])([CH3:25])[CH3:24])[CH3:19])=[N:6]3)[CH:33]=[CH:34][CH:35]=1, predict the reactants needed to synthesize it. The reactants are: I[C:2]1[CH:3]=[CH:4][N:5]2[C:10]=1[C:9](=[O:11])[N:8]([C:12]1[CH:17]=[CH:16][CH:15]=[CH:14][CH:13]=1)[C:7]([C@@H:18]([NH:20][C:21](=[O:27])[O:22][C:23]([CH3:26])([CH3:25])[CH3:24])[CH3:19])=[N:6]2.[CH3:28][O:29][C:30]1[CH:31]=[C:32]([SH:36])[CH:33]=[CH:34][CH:35]=1.C(=O)([O-])[O-].[K+].[K+]. (10) Given the product [Br:11][C:12]1[N:17]=[CH:16][C:15]2[CH:18]=[C:19]([C:21]3[CH:22]=[N:23][N:24]([CH3:26])[CH:25]=3)[N:20]([CH2:28][CH:29]3[CH2:34][CH2:33][CH2:32][CH2:31][CH2:30]3)[C:14]=2[CH:13]=1, predict the reactants needed to synthesize it. The reactants are: C[Si]([N-][Si](C)(C)C)(C)C.[Na+].[Br:11][C:12]1[N:17]=[CH:16][C:15]2[CH:18]=[C:19]([C:21]3[CH:22]=[N:23][N:24]([CH3:26])[CH:25]=3)[NH:20][C:14]=2[CH:13]=1.Br[CH2:28][CH:29]1[CH2:34][CH2:33][CH2:32][CH2:31][CH2:30]1.[H-].[Na+].